This data is from Peptide-MHC class II binding affinity with 134,281 pairs from IEDB. The task is: Regression. Given a peptide amino acid sequence and an MHC pseudo amino acid sequence, predict their binding affinity value. This is MHC class II binding data. (1) The binding affinity (normalized) is 0.724. The peptide sequence is TLTNTSIINHKFCNL. The MHC is DRB1_0101 with pseudo-sequence DRB1_0101. (2) The peptide sequence is GMTGMLWETSLLDPE. The MHC is DRB1_0401 with pseudo-sequence DRB1_0401. The binding affinity (normalized) is 0.534. (3) The peptide sequence is GITIKKTGQALVVGI. The MHC is HLA-DPA10201-DPB10101 with pseudo-sequence HLA-DPA10201-DPB10101. The binding affinity (normalized) is 0.483. (4) The peptide sequence is LVQDDVIPANWKPDT. The MHC is HLA-DQA10501-DQB10301 with pseudo-sequence HLA-DQA10501-DQB10301. The binding affinity (normalized) is 0.273. (5) The peptide sequence is THMMIWHSNLNDATY. The MHC is DRB1_0901 with pseudo-sequence DRB1_0901. The binding affinity (normalized) is 0.192. (6) The peptide sequence is YSKYWYLNHTSTGKT. The MHC is DRB1_0101 with pseudo-sequence DRB1_0101. The binding affinity (normalized) is 0.666. (7) The peptide sequence is KYDAYVATLSEALRI. The MHC is DRB1_0101 with pseudo-sequence DRB1_0101. The binding affinity (normalized) is 0.787. (8) The peptide sequence is EAKYWCPDSMEYNCP. The MHC is HLA-DQA10201-DQB10301 with pseudo-sequence HLA-DQA10201-DQB10301. The binding affinity (normalized) is 0.291. (9) The peptide sequence is GPIVHDAIHRSAARS. The MHC is DRB1_0405 with pseudo-sequence DRB1_0405. The binding affinity (normalized) is 0.460.